Dataset: Full USPTO retrosynthesis dataset with 1.9M reactions from patents (1976-2016). Task: Predict the reactants needed to synthesize the given product. Given the product [Cl:13][C:3]1[C:2]([B:14]2[O:18][C:17]([CH3:20])([CH3:19])[C:16]([CH3:22])([CH3:21])[O:15]2)=[CH:11][C:6]([C:7]([O:9][CH3:10])=[O:8])=[C:5]([OH:12])[CH:4]=1, predict the reactants needed to synthesize it. The reactants are: Br[C:2]1[C:3]([Cl:13])=[CH:4][C:5]([OH:12])=[C:6]([CH:11]=1)[C:7]([O:9][CH3:10])=[O:8].[B:14]1([B:14]2[O:18][C:17]([CH3:20])([CH3:19])[C:16]([CH3:22])([CH3:21])[O:15]2)[O:18][C:17]([CH3:20])([CH3:19])[C:16]([CH3:22])([CH3:21])[O:15]1.C([O-])(=O)C.[K+].O.